Dataset: Full USPTO retrosynthesis dataset with 1.9M reactions from patents (1976-2016). Task: Predict the reactants needed to synthesize the given product. (1) Given the product [Br:1][C:2]1[CH:3]=[C:4]2[C:9](=[C:10]([F:12])[CH:11]=1)[NH:8][C:7](=[S:23])[CH2:6][CH2:5]2, predict the reactants needed to synthesize it. The reactants are: [Br:1][C:2]1[CH:3]=[C:4]2[C:9](=[C:10]([F:12])[CH:11]=1)[NH:8][C:7](=O)[CH2:6][CH2:5]2.COC1C=CC(P2(SP(C3C=CC(OC)=CC=3)(=S)S2)=[S:23])=CC=1. (2) Given the product [Br:8][C:6]1[N:7]=[C:2]2[N:19]([CH2:17][CH3:18])[C:11](=[O:13])[CH2:10][NH:9][C:3]2=[N:4][CH:5]=1, predict the reactants needed to synthesize it. The reactants are: Br[C:2]1[C:3]([NH:9][CH2:10][C:11]([O:13]CC)=O)=[N:4][CH:5]=[C:6]([Br:8])[N:7]=1.Cl.[CH2:17]([NH2:19])[CH3:18].C(N(CC)C(C)C)(C)C.C(OCC)(=O)C.O.